Task: Predict the product of the given reaction.. Dataset: Forward reaction prediction with 1.9M reactions from USPTO patents (1976-2016) (1) Given the reactants [CH3:1][O:2][C:3]1[CH:8]=[CH:7][C:6]([C:9](=O)[CH2:10][C:11]2[N:12]=[N:13][C:14]([O:17][CH3:18])=[CH:15][CH:16]=2)=[CH:5][CH:4]=1.Cl.[NH2:21][C:22]([NH2:24])=[NH:23].C[O-].[Na+].[C:28](OCC)(=O)C, predict the reaction product. The product is: [CH3:1][O:2][C:3]1[CH:8]=[CH:7][C:6]([C:9]2[C:10]([C:11]3[N:12]=[N:13][C:14]([O:17][CH3:18])=[CH:15][CH:16]=3)=[CH:28][N:21]=[C:22]([NH2:24])[N:23]=2)=[CH:5][CH:4]=1. (2) Given the reactants [NH2:1][CH:2]1[CH2:8][C:7]([CH3:10])([CH3:9])[C:6]2[CH:11]=[CH:12][C:13]([N+:15]([O-:17])=[O:16])=[CH:14][C:5]=2[NH:4][C:3]1=[O:18].[N:19]1([C:24](Cl)=[O:25])[CH2:23][CH2:22][CH2:21][CH2:20]1, predict the reaction product. The product is: [CH3:9][C:7]1([CH3:10])[C:6]2[CH:11]=[CH:12][C:13]([N+:15]([O-:17])=[O:16])=[CH:14][C:5]=2[NH:4][C:3](=[O:18])[CH:2]([NH:1][C:24]([N:19]2[CH2:23][CH2:22][CH2:21][CH2:20]2)=[O:25])[CH2:8]1. (3) Given the reactants [CH3:1][O:2][C@@H:3]([C@@H:33]([N:38]([CH3:46])[C:39](=[O:45])[C@H:40]([CH:42]([CH3:44])[CH3:43])[NH2:41])[C@@H:34]([CH3:37])[CH2:35][CH3:36])[CH2:4][C:5]([N:7]1[CH2:11][CH2:10][CH2:9][C@H:8]1[C@H:12]([O:31][CH3:32])[C@@H:13]([CH3:30])[C:14](=[O:29])[NH:15][C@H:16]([C:24]1[S:25][CH:26]=[CH:27][N:28]=1)[CH2:17][C:18]1[CH:23]=[CH:22][CH:21]=[CH:20][CH:19]=1)=[O:6].[C:47]([O:51][C:52]([N:54]1[CH2:58][CH2:57][C@:56]([F:62])([C:59](O)=[O:60])[CH2:55]1)=[O:53])([CH3:50])([CH3:49])[CH3:48].CN(C(ON1N=NC2C=CC=NC1=2)=[N+](C)C)C.F[P-](F)(F)(F)(F)F.C(N(C(C)C)CC)(C)C, predict the reaction product. The product is: [F:62][C@:56]1([C:59](=[O:60])[NH:41][C@@H:40]([CH:42]([CH3:44])[CH3:43])[C:39]([N:38]([C@@H:33]([C@@H:34]([CH3:37])[CH2:35][CH3:36])[C@H:3]([O:2][CH3:1])[CH2:4][C:5]([N:7]2[CH2:11][CH2:10][CH2:9][C@H:8]2[C@H:12]([O:31][CH3:32])[C@@H:13]([CH3:30])[C:14](=[O:29])[NH:15][C@H:16]([C:24]2[S:25][CH:26]=[CH:27][N:28]=2)[CH2:17][C:18]2[CH:19]=[CH:20][CH:21]=[CH:22][CH:23]=2)=[O:6])[CH3:46])=[O:45])[CH2:57][CH2:58][N:54]([C:52]([O:51][C:47]([CH3:48])([CH3:49])[CH3:50])=[O:53])[CH2:55]1. (4) Given the reactants [H-].[Na+].[Cl:3][C:4]1[CH:5]=[C:6]([C:11]23[CH:16]([CH:17]=[N:18][OH:19])[CH:15]2[CH2:14][N:13]([C:20]([O:22][C:23]([CH3:26])([CH3:25])[CH3:24])=[O:21])[CH2:12]3)[CH:7]=[CH:8][C:9]=1[Cl:10].[CH2:27](I)[CH3:28], predict the reaction product. The product is: [Cl:3][C:4]1[CH:5]=[C:6]([C:11]23[CH:16]([CH:17]=[N:18][O:19][CH2:27][CH3:28])[CH:15]2[CH2:14][N:13]([C:20]([O:22][C:23]([CH3:26])([CH3:25])[CH3:24])=[O:21])[CH2:12]3)[CH:7]=[CH:8][C:9]=1[Cl:10]. (5) The product is: [Cl:12][C:9]1[CH:10]=[CH:11][C:3]([O:2][CH3:1])=[C:4]([CH:8]=1)[C:5]([Cl:15])=[O:6]. Given the reactants [CH3:1][O:2][C:3]1[CH:11]=[CH:10][C:9]([Cl:12])=[CH:8][C:4]=1[C:5](O)=[O:6].O=S(Cl)[Cl:15], predict the reaction product.